This data is from Forward reaction prediction with 1.9M reactions from USPTO patents (1976-2016). The task is: Predict the product of the given reaction. The product is: [CH:27]1([C:30]2[NH:12][C:10]3=[N:11][C:6]([C:2]4[O:1][CH:5]=[CH:4][CH:3]=4)=[C:7]([C:14]4[CH:19]=[CH:18][N:17]=[CH:16][N:15]=4)[CH:8]=[C:9]3[N:13]=2)[CH2:29][CH2:28]1. Given the reactants [O:1]1[CH:5]=[CH:4][CH:3]=[C:2]1[C:6]1[N:11]=[C:10]([NH2:12])[C:9]([NH2:13])=[CH:8][C:7]=1[C:14]1[CH:19]=[CH:18][N:17]=[CH:16][N:15]=1.C(N(CC)CC)C.[CH:27]1([C:30](Cl)=O)[CH2:29][CH2:28]1, predict the reaction product.